This data is from Full USPTO retrosynthesis dataset with 1.9M reactions from patents (1976-2016). The task is: Predict the reactants needed to synthesize the given product. Given the product [CH:2]([C@@H:3]([NH:6][C:7](=[O:16])[O:8][CH2:9][C:10]1[CH:11]=[CH:12][CH:13]=[CH:14][CH:15]=1)[CH2:4][CH3:5])=[O:1], predict the reactants needed to synthesize it. The reactants are: [OH:1][CH2:2][C@@H:3]([NH:6][C:7](=[O:16])[O:8][CH2:9][C:10]1[CH:15]=[CH:14][CH:13]=[CH:12][CH:11]=1)[CH2:4][CH3:5].C(N(CC)CC)C.C(O)(=O)CC(CC(O)=O)(C(O)=O)O.